This data is from Catalyst prediction with 721,799 reactions and 888 catalyst types from USPTO. The task is: Predict which catalyst facilitates the given reaction. Reactant: Br[C:2]1[CH:10]=[C:9]2[C:5]([C:6]([C:19]([NH:21][C:22]3[CH:23]=[N:24][N:25]([CH2:27][C:28]4[CH:33]=[CH:32][CH:31]=[C:30]([C:34]#[N:35])[CH:29]=4)[CH:26]=3)=[O:20])=[N:7][N:8]2[CH2:11][O:12][CH2:13][CH2:14][Si:15]([CH3:18])([CH3:17])[CH3:16])=[CH:4][CH:3]=1.C(=O)([O-])[O-].[Cs+].[Cs+].CC(OC1C=CC=C(OC(C)C)C=1C1C(P(C2CCCCC2)C2CCCCC2)=CC=CC=1)C.[OH:75][CH:76]1[CH2:80][CH2:79][NH:78][CH2:77]1. Product: [C:34]([C:30]1[CH:29]=[C:28]([CH:33]=[CH:32][CH:31]=1)[CH2:27][N:25]1[CH:26]=[C:22]([NH:21][C:19]([C:6]2[C:5]3[C:9](=[CH:10][C:2]([N:78]4[CH2:79][CH2:80][CH:76]([OH:75])[CH2:77]4)=[CH:3][CH:4]=3)[N:8]([CH2:11][O:12][CH2:13][CH2:14][Si:15]([CH3:16])([CH3:18])[CH3:17])[N:7]=2)=[O:20])[CH:23]=[N:24]1)#[N:35]. The catalyst class is: 218.